The task is: Predict the reaction yield, written as a fraction of the theoretical maximum amount of product (1.0 means a 100% yield; for example, 0.34 means a 34% yield).. This data is from Reaction yield outcomes from USPTO patents with 853,638 reactions. (1) The reactants are [Br:1][C:2]1[CH:3]=[C:4]([CH2:8][C@H:9]([NH:13]C(OC(C)(C)C)=O)[C:10]([OH:12])=[O:11])[CH:5]=[CH:6][CH:7]=1. The catalyst is Cl.O1CCOCC1. The product is [Br:1][C:2]1[CH:3]=[C:4]([CH:5]=[CH:6][CH:7]=1)[CH2:8][C@@H:9]([C:10]([OH:12])=[O:11])[NH2:13]. The yield is 0.890. (2) The reactants are [Cl:1][C:2]1[CH:3]=[C:4]([CH:26]=[CH:27][C:28]=1[O:29][CH3:30])[CH2:5][NH:6][C:7]1[C:12]([C:13]([NH:15][CH2:16][C:17]2[N:22]=[CH:21][CH:20]=[CH:19][N:18]=2)=[O:14])=[CH:11][N:10]=[C:9](S(C)=O)[N:8]=1.[CH2:31]1[C:34]2([CH2:39][CH2:38][NH:37][CH2:36][CH2:35]2)[CH2:33][CH2:32]1.C(N(CC)CC)C.O. The catalyst is C1COCC1.C(Cl)Cl. The product is [Cl:1][C:2]1[CH:3]=[C:4]([CH:26]=[CH:27][C:28]=1[O:29][CH3:30])[CH2:5][NH:6][C:7]1[C:12]([C:13]([NH:15][CH2:16][C:17]2[N:22]=[CH:21][CH:20]=[CH:19][N:18]=2)=[O:14])=[CH:11][N:10]=[C:9]([N:37]2[CH2:38][CH2:39][C:34]3([CH2:31][CH2:32][CH2:33]3)[CH2:35][CH2:36]2)[N:8]=1. The yield is 0.360. (3) The yield is 0.720. The reactants are [C:1]1(=[O:11])[NH:5][C:4](=[O:6])[C:3]2=[CH:7][CH:8]=[CH:9][CH:10]=[C:2]12.[K].[CH2:13]([C@H:15]1[O:17][CH2:16]1)Cl. The product is [CH2:13]([C:10]1[CH:9]=[CH:8][CH:7]=[C:3]2[C:4]([NH:5][C:1](=[O:11])[C:2]=12)=[O:6])[C@@H:15]1[O:17][CH2:16]1. The catalyst is [Cl-].C([N+](C)(C)C)C1C=CC=CC=1.C(O)(C)(C)C. (4) The reactants are [Cl:1][C:2]1[CH:7]=[CH:6][C:5]([C:8]2[S:9][CH:10]=[C:11]([C:13]3([CH2:20][NH2:21])[CH2:18][CH2:17][N:16]([CH3:19])[CH2:15][CH2:14]3)[N:12]=2)=[CH:4][CH:3]=1.[F:22][C:23]([F:39])([F:38])[C:24]1[O:28][N:27]=[C:26]([C:29]2[CH:30]=[N:31][CH:32]=[C:33]([CH:37]=2)[C:34](O)=[O:35])[N:25]=1. No catalyst specified. The product is [Cl:1][C:2]1[CH:7]=[CH:6][C:5]([C:8]2[S:9][CH:10]=[C:11]([C:13]3([CH2:20][NH:21][C:34](=[O:35])[C:33]4[CH:37]=[C:29]([C:26]5[N:25]=[C:24]([C:23]([F:39])([F:38])[F:22])[O:28][N:27]=5)[CH:30]=[N:31][CH:32]=4)[CH2:14][CH2:15][N:16]([CH3:19])[CH2:17][CH2:18]3)[N:12]=2)=[CH:4][CH:3]=1. The yield is 0.110. (5) The reactants are Br[C:2]1[CH:11]=[C:10]([S:12]([N:15]([C:28]2[N:29]=[CH:30][C:31]3[C:36]([C:37]=2[CH:38]2[CH2:40][CH2:39]2)=[CH:35][CH:34]=[CH:33][CH:32]=3)[CH2:16][C:17]2[CH:22]=[CH:21][C:20]([O:23][C:24]([F:27])([F:26])[F:25])=[CH:19][CH:18]=2)(=[O:14])=[O:13])[CH:9]=[CH:8][C:3]=1[C:4]([O:6][CH3:7])=[O:5].C[Si]([N:45]=[N+]=[N-])(C)C.NCCO.C(=O)([O-])O.[Na+]. The catalyst is CN(C)C(=O)C.[Cu]. The product is [NH2:45][C:2]1[CH:11]=[C:10]([S:12]([N:15]([C:28]2[N:29]=[CH:30][C:31]3[C:36]([C:37]=2[CH:38]2[CH2:40][CH2:39]2)=[CH:35][CH:34]=[CH:33][CH:32]=3)[CH2:16][C:17]2[CH:22]=[CH:21][C:20]([O:23][C:24]([F:27])([F:26])[F:25])=[CH:19][CH:18]=2)(=[O:14])=[O:13])[CH:9]=[CH:8][C:3]=1[C:4]([O:6][CH3:7])=[O:5]. The yield is 0.430. (6) The reactants are [Cl:1][C:2]1[CH:7]=[CH:6][C:5]([C:8]2[S:12][C:11]([C:13]([NH:15][C:16]3[CH:17]=[C:18]([CH:22]=[CH:23][C:24]=3[CH3:25])[C:19](O)=[O:20])=[O:14])=[CH:10][CH:9]=2)=[CH:4][CH:3]=1.[CH3:26][NH2:27]. No catalyst specified. The product is [Cl:1][C:2]1[CH:7]=[CH:6][C:5]([C:8]2[S:12][C:11]([C:13]([NH:15][C:16]3[CH:17]=[C:18]([C:19](=[O:20])[NH:27][CH3:26])[CH:22]=[CH:23][C:24]=3[CH3:25])=[O:14])=[CH:10][CH:9]=2)=[CH:4][CH:3]=1. The yield is 0.730. (7) The reactants are [F:1][C:2]1[CH:7]=[CH:6][C:5]([C:8]([CH2:20][N:21]2[CH:25]=[CH:24][N:23]=[CH:22]2)=[CH:9][C:10]2[CH:11]=[C:12]([CH:17]=[CH:18][CH:19]=2)[C:13]([O:15]C)=[O:14])=[CH:4][CH:3]=1.[OH-].[Na+]. The catalyst is CO. The product is [F:1][C:2]1[CH:7]=[CH:6][C:5](/[C:8](/[CH2:20][N:21]2[CH:25]=[CH:24][N:23]=[CH:22]2)=[CH:9]\[C:10]2[CH:11]=[C:12]([CH:17]=[CH:18][CH:19]=2)[C:13]([OH:15])=[O:14])=[CH:4][CH:3]=1. The yield is 0.670.